This data is from Reaction yield outcomes from USPTO patents with 853,638 reactions. The task is: Predict the reaction yield, written as a fraction of the theoretical maximum amount of product (1.0 means a 100% yield; for example, 0.34 means a 34% yield). (1) The reactants are Cl.[NH2:2][CH2:3][C:4]1[CH:12]=[CH:11][CH:10]=[C:9]2[C:5]=1[C:6](=[O:22])[N:7]([CH:14]1[CH2:19][CH2:18][C:17](=[O:20])[NH:16][C:15]1=[O:21])[C:8]2=[O:13].N12CCCN=C1CCCCC2.[Cl:34][C:35]1[CH:36]=[C:37]([CH2:41][C:42](O)=[O:43])[CH:38]=[CH:39][CH:40]=1.Cl.CN(C)CCCN=C=NCC. The catalyst is CC#N. The product is [Cl:34][C:35]1[CH:36]=[C:37]([CH2:41][C:42]([NH:2][CH2:3][C:4]2[CH:12]=[CH:11][CH:10]=[C:9]3[C:5]=2[C:6](=[O:22])[N:7]([CH:14]2[CH2:19][CH2:18][C:17](=[O:20])[NH:16][C:15]2=[O:21])[C:8]3=[O:13])=[O:43])[CH:38]=[CH:39][CH:40]=1. The yield is 0.760. (2) The reactants are [CH3:1][C:2]([C:5]1[CH:10]=[CH:9][C:8]([CH2:11][N:12]2[C:17](=[O:18])[CH2:16][C:15](=[O:19])[N:14]([C:20]3[CH:21]=[N:22][CH:23]=[CH:24][CH:25]=3)[C:13]2=[O:26])=[CH:7][CH:6]=1)([CH3:4])[CH3:3].C(N(C(C)C)CC)(C)C.[N:36]([CH2:39][C:40]([O:42]CC)=[O:41])=[C:37]=[O:38]. The catalyst is C(Cl)(Cl)Cl. The product is [CH3:4][C:2]([C:5]1[CH:6]=[CH:7][C:8]([CH2:11][N:12]2[C:17](=[O:18])[C:16]([C:37]([NH:36][CH2:39][C:40]([OH:42])=[O:41])=[O:38])=[C:15]([OH:19])[N:14]([C:20]3[CH:21]=[N:22][CH:23]=[CH:24][CH:25]=3)[C:13]2=[O:26])=[CH:9][CH:10]=1)([CH3:1])[CH3:3]. The yield is 0.230. (3) The reactants are C([CH2:17][CH2:18][CH2:19][CH2:20][CH2:21][CH2:22][CH2:23][CH2:24]/[CH:25]=[CH:26]\[CH2:27][CH2:28][CH2:29][CH2:30][CH2:31][CH2:32][CH2:33][C:34]([NH-:36])=O)CCCCCCCCCCCCCCC.[H-].[H-].[H-].[H-].[Li+].[Al+3].[H-].[OH-].[Na+]. The catalyst is C1COCC1.CCOCC. The product is [CH2:32]([NH:36][CH2:34][CH2:33][CH2:32][CH2:31][CH2:30][CH2:29][CH2:28][CH2:27]/[CH:26]=[CH:25]\[CH2:24][CH2:23][CH2:22][CH2:21][CH2:20][CH2:19][CH2:18][CH3:17])[CH2:31][CH2:30][CH2:29][CH2:28][CH2:27][CH2:26][CH2:25][CH2:24][CH2:23][CH2:22][CH2:21][CH2:20][CH2:19][CH2:18][CH3:17]. The yield is 0.850. (4) The reactants are Cl[C:2]1[N:10]=[CH:9][N:8]=[C:7]2[C:3]=1[N:4]=[C:5]([C:18]1[CH:23]=[CH:22][CH:21]=[CH:20][C:19]=1[Cl:24])[N:6]2[C:11]1[CH:16]=[CH:15][C:14]([Cl:17])=[CH:13][CH:12]=1.[NH2:25][CH:26]1[CH2:31][CH2:30][N:29]([C:32]([O:34][C:35]([CH3:38])([CH3:37])[CH3:36])=[O:33])[CH2:28][CH2:27]1.C(N(CC)CC)C. The catalyst is C(O)C. The product is [Cl:24][C:19]1[CH:20]=[CH:21][CH:22]=[CH:23][C:18]=1[C:5]1[N:6]([C:11]2[CH:12]=[CH:13][C:14]([Cl:17])=[CH:15][CH:16]=2)[C:7]2[C:3]([N:4]=1)=[C:2]([NH:25][CH:26]1[CH2:27][CH2:28][N:29]([C:32]([O:34][C:35]([CH3:38])([CH3:37])[CH3:36])=[O:33])[CH2:30][CH2:31]1)[N:10]=[CH:9][N:8]=2. The yield is 0.940.